From a dataset of Forward reaction prediction with 1.9M reactions from USPTO patents (1976-2016). Predict the product of the given reaction. (1) Given the reactants [Br:1][C:2]1[CH:7]=[CH:6][C:5]([C:8]2(C(N)=O)[CH2:11][C:10]([O:14][CH3:15])([O:12][CH3:13])[CH2:9]2)=[CH:4][CH:3]=1.FC(F)(F)C([O-])=O.FC(F)(F)C([O-])=O.C1([I+2])C=CC=CC=1.[Na].C(#[N:43])C, predict the reaction product. The product is: [Br:1][C:2]1[CH:7]=[CH:6][C:5]([C:8]2([NH2:43])[CH2:11][C:10]([O:14][CH3:15])([O:12][CH3:13])[CH2:9]2)=[CH:4][CH:3]=1. (2) Given the reactants C(N(CC)CC)C.Br[C:9]1[CH:10]=[C:11]([C:16]2[CH:21]=[CH:20][N:19]=[CH:18][CH:17]=2)[CH:12]=[C:13]([Cl:15])[CH:14]=1.[CH:22]([C:24]1[CH:29]=[CH:28][C:27]([N:30]2[CH2:35][CH2:34][N:33]([C:36](=[O:38])[CH3:37])[CH2:32][CH2:31]2)=[CH:26][CH:25]=1)=[CH2:23].C1C=CC(P(C2C=CC=CC=2)C2C=CC=CC=2)=CC=1, predict the reaction product. The product is: [Cl:15][C:13]1[CH:14]=[C:9]([CH:10]=[C:11]([C:16]2[CH:21]=[CH:20][N:19]=[CH:18][CH:17]=2)[CH:12]=1)/[CH:23]=[CH:22]/[C:24]1[CH:25]=[CH:26][C:27]([N:30]2[CH2:31][CH2:32][N:33]([C:36](=[O:38])[CH3:37])[CH2:34][CH2:35]2)=[CH:28][CH:29]=1. (3) Given the reactants [CH2:1]([O:5][C:6](=[O:27])[CH2:7][CH:8]1[C:17]2[C:12](=[C:13]([CH3:19])[C:14]([OH:18])=[CH:15][CH:16]=2)[CH2:11][CH2:10][N:9]1[C:20]([O:22][C:23]([CH3:26])([CH3:25])[CH3:24])=[O:21])[CH2:2][CH2:3][CH3:4].N1C=CC=CC=1.[F:34][C:35]([F:48])([F:47])[S:36](O[S:36]([C:35]([F:48])([F:47])[F:34])(=[O:38])=[O:37])(=[O:38])=[O:37], predict the reaction product. The product is: [CH2:1]([O:5][C:6](=[O:27])[CH2:7][CH:8]1[C:17]2[C:12](=[C:13]([CH3:19])[C:14]([O:18][S:36]([C:35]([F:48])([F:47])[F:34])(=[O:38])=[O:37])=[CH:15][CH:16]=2)[CH2:11][CH2:10][N:9]1[C:20]([O:22][C:23]([CH3:26])([CH3:25])[CH3:24])=[O:21])[CH2:2][CH2:3][CH3:4]. (4) Given the reactants Cl.[CH3:2][NH:3][CH:4]1[CH2:9][CH2:8][CH:7]([O:10][C:11]2[C:22]3[C:21]4[C@@H:20]([CH2:23][C@H:24]([OH:26])[CH3:25])[CH2:19][CH2:18][C:17]=4[S:16][C:15]=3[N:14]=[CH:13][N:12]=2)[CH2:6][CH2:5]1.C(=O)([O-])[O-].[K+].[K+].Cl[CH2:34][C:35]([N:37]1[CH2:41][CH2:40][CH2:39][CH2:38]1)=[O:36], predict the reaction product. The product is: [OH:26][C@H:24]([CH3:25])[CH2:23][C@H:20]1[CH2:19][CH2:18][C:17]2[S:16][C:15]3[N:14]=[CH:13][N:12]=[C:11]([O:10][CH:7]4[CH2:6][CH2:5][CH:4]([N:3]([CH3:2])[CH2:34][C:35]([N:37]5[CH2:41][CH2:40][CH2:39][CH2:38]5)=[O:36])[CH2:9][CH2:8]4)[C:22]=3[C:21]1=2.